Dataset: Retrosynthesis with 50K atom-mapped reactions and 10 reaction types from USPTO. Task: Predict the reactants needed to synthesize the given product. (1) Given the product CC(=O)O[C@@H]1CS[C@@H](Oc2cnccc2-c2ccc(C(F)(F)F)cc2)[C@H](OC(C)=O)[C@H]1OC(C)=O, predict the reactants needed to synthesize it. The reactants are: CC(=O)O[C@@H]1CS[C@@H](Oc2cnccc2Br)[C@H](OC(C)=O)[C@H]1OC(C)=O.OB(O)c1ccc(C(F)(F)F)cc1. (2) Given the product O=C(O)COC1CCC1, predict the reactants needed to synthesize it. The reactants are: O=C(O)CBr.OC1CCC1. (3) Given the product Nc1cccc(-c2oc3ccccc3c2C(=O)c2ccc(O)cc2)c1, predict the reactants needed to synthesize it. The reactants are: O=C(c1ccc(O)cc1)c1c(-c2cccc([N+](=O)[O-])c2)oc2ccccc12. (4) Given the product O[C@@H]1CC[C@H]2CC[C@]1(c1ccccc1)N2, predict the reactants needed to synthesize it. The reactants are: O[C@@H]1CC[C@H]2CC[C@]1(c1ccccc1)N2Cc1ccccc1. (5) The reactants are: CCCNCCSc1ccc(OCC(=O)OCC)c(C)c1.O=S(=O)(Cl)c1cccc(Br)c1. Given the product CCCN(CCSc1ccc(OCC(=O)OCC)c(C)c1)S(=O)(=O)c1cccc(Br)c1, predict the reactants needed to synthesize it.